From a dataset of Reaction yield outcomes from USPTO patents with 853,638 reactions. Predict the reaction yield, written as a fraction of the theoretical maximum amount of product (1.0 means a 100% yield; for example, 0.34 means a 34% yield). (1) The reactants are [C:1]([O:10]C)(=O)[C:2]1[C:3](=[CH:5][CH:6]=[CH:7][CH:8]=1)[SH:4].[CH3:12][N:13]1[C:17]([CH3:18])=[CH:16][CH:15]=[C:14]1[C:19]#[N:20].C(N(CC)CC)C. The catalyst is C1(C)C=CC=CC=1. The product is [CH3:12][N:13]1[C:17]([CH3:18])=[CH:16][CH:15]=[C:14]1[C:19]1[S:4][C:3]2[CH:5]=[CH:6][CH:7]=[CH:8][C:2]=2[C:1](=[O:10])[N:20]=1. The yield is 0.410. (2) The product is [C:1]([N:4]1[CH2:5][CH2:6][CH:7]([N:10]([CH3:50])[C:11](=[O:49])[CH2:12][N:13]([C:36]2[CH:41]=[C:40]([C:42]3[N:46]=[C:45]([CH3:47])[O:44][N:43]=3)[CH:39]=[CH:38][C:37]=2[CH3:48])[CH2:14][C:15]([NH:17][CH2:18][CH2:19][NH:20][CH:33]([CH3:35])[CH3:34])=[O:16])[CH2:8][CH2:9]1)(=[O:3])[CH3:2]. The catalyst is C(#N)C.ClCCl. The reactants are [C:1]([N:4]1[CH2:9][CH2:8][CH:7]([N:10]([CH3:50])[C:11](=[O:49])[CH2:12][N:13]([C:36]2[CH:41]=[C:40]([C:42]3[N:46]=[C:45]([CH3:47])[O:44][N:43]=3)[CH:39]=[CH:38][C:37]=2[CH3:48])[CH2:14][C:15]([NH:17][CH2:18][CH2:19][N:20]([CH:33]([CH3:35])[CH3:34])S(C2C=CC=CC=2[N+]([O-])=O)(=O)=O)=[O:16])[CH2:6][CH2:5]1)(=[O:3])[CH3:2].C1(S)C=CC=CC=1.C(=O)([O-])[O-].[Cs+].[Cs+]. The yield is 0.840. (3) The reactants are [CH3:1][O:2][C:3]1[CH:4]=[C:5]2[O:9][C:8]([C:10]3[N:11]=[C:12]4[CH:17]=[CH:16][C:15]([CH3:18])=[N:14][N:13]4[CH:19]=3)=[CH:7][C:6]2=[C:20]([OH:22])[CH:21]=1.[S:23]1[CH2:28][CH2:27][CH:26]([C:29]2[S:30][CH:31]=[C:32]([CH2:34]O)[N:33]=2)[CH2:25][CH2:24]1.C(P(CCCC)CCCC)CCC.N(C(N1CCCCC1)=O)=NC(N1CCCCC1)=O. The catalyst is O1CCCC1. The product is [CH3:1][O:2][C:3]1[CH:21]=[C:20]([O:22][CH2:34][C:32]2[N:33]=[C:29]([CH:26]3[CH2:27][CH2:28][S:23][CH2:24][CH2:25]3)[S:30][CH:31]=2)[C:6]2[CH:7]=[C:8]([C:10]3[N:11]=[C:12]4[CH:17]=[CH:16][C:15]([CH3:18])=[N:14][N:13]4[CH:19]=3)[O:9][C:5]=2[CH:4]=1. The yield is 0.740. (4) The reactants are C(O[C:6]([N:8]1[CH2:13][CH2:12][N:11]([C:14]2[C:15]3[N:24]=[C:23]([C:25]4[CH:30]=[CH:29][C:28]([F:31])=[CH:27][CH:26]=4)[CH:22]=[CH:21][C:16]=3[N:17]=[C:18]([NH2:20])[N:19]=2)[C@@H:10]([CH3:32])[CH2:9]1)=[O:7])(C)(C)C.[Cl:33][C:34]1[CH:44]=[CH:43][C:37]([O:38][CH2:39]C(Cl)=O)=[CH:36][CH:35]=1. No catalyst specified. The product is [NH2:20][C:18]1[N:19]=[C:14]([N:11]2[CH2:12][CH2:13][N:8]([C:6](=[O:7])[CH2:39][O:38][C:37]3[CH:43]=[CH:44][C:34]([Cl:33])=[CH:35][CH:36]=3)[CH2:9][C@@H:10]2[CH3:32])[C:15]2[N:24]=[C:23]([C:25]3[CH:26]=[CH:27][C:28]([F:31])=[CH:29][CH:30]=3)[CH:22]=[CH:21][C:16]=2[N:17]=1. The yield is 0.610. (5) The reactants are [N+:1]([C:4]1[CH:12]=[CH:11][CH:10]=[C:9]2[C:5]=1[C:6]([C:20]([O:22][CH3:23])=[O:21])=[N:7][N:8]2[C:13]([O:15][C:16]([CH3:19])([CH3:18])[CH3:17])=[O:14])([O-])=O. The catalyst is CO.[Pd]. The product is [NH2:1][C:4]1[CH:12]=[CH:11][CH:10]=[C:9]2[C:5]=1[C:6]([C:20]([O:22][CH3:23])=[O:21])=[N:7][N:8]2[C:13]([O:15][C:16]([CH3:19])([CH3:18])[CH3:17])=[O:14]. The yield is 0.570. (6) The reactants are [OH:1][C@H:2]1[O:10][C@H:9]([CH2:11][OH:12])[C@@H:7](O)[C@H:5]([OH:6])[C@H:3]1O.[C:13]([O:16][C:17](=[O:19])[CH3:18])(=[O:15])[CH3:14]. The catalyst is N1C=CC=CC=1. The product is [C:13]([O:16][C@H:17]1[O:19][C@H:7]([CH2:5][O:6][C:11](=[O:12])[CH3:9])[C@@H:9]([O:10][C:2](=[O:1])[CH3:3])[C@H:11]([O:12][C:5](=[O:6])[CH3:7])[C@H:18]1[O:10][C:2](=[O:1])[CH3:3])(=[O:15])[CH3:14]. The yield is 0.880.